This data is from Forward reaction prediction with 1.9M reactions from USPTO patents (1976-2016). The task is: Predict the product of the given reaction. Given the reactants [CH2:1]([O:8][C:9](=[O:36])[N:10]([C@@H:13]1[CH2:21][C:20]2[C:15](=[CH:16][CH:17]=[C:18]([N:22]=C(C3C=CC=CC=3)C3C=CC=CC=3)[CH:19]=2)[CH2:14]1)[CH2:11][CH3:12])[C:2]1[CH:7]=[CH:6][CH:5]=[CH:4][CH:3]=1.Cl.NO.CC([O-])=O.[Na+], predict the reaction product. The product is: [CH2:1]([O:8][C:9](=[O:36])[N:10]([C@@H:13]1[CH2:21][C:20]2[C:15](=[CH:16][CH:17]=[C:18]([NH2:22])[CH:19]=2)[CH2:14]1)[CH2:11][CH3:12])[C:2]1[CH:7]=[CH:6][CH:5]=[CH:4][CH:3]=1.